From a dataset of Reaction yield outcomes from USPTO patents with 853,638 reactions. Predict the reaction yield, written as a fraction of the theoretical maximum amount of product (1.0 means a 100% yield; for example, 0.34 means a 34% yield). The reactants are [CH2:1]([O:3][C:4](=[O:17])[C:5]([CH3:16])([CH2:11][CH2:12][CH:13]([CH3:15])[CH3:14])[C:6](OCC)=[O:7])[CH3:2].[H-].C([Al+]CC(C)C)C(C)C.C1(C)C=CC=CC=1. The catalyst is ClCCl. The product is [CH2:1]([O:3][C:4](=[O:17])[C:5]([CH:6]=[O:7])([CH3:16])[CH2:11][CH2:12][CH:13]([CH3:14])[CH3:15])[CH3:2]. The yield is 0.360.